This data is from Full USPTO retrosynthesis dataset with 1.9M reactions from patents (1976-2016). The task is: Predict the reactants needed to synthesize the given product. (1) Given the product [CH3:34][O:33][C:31]([C:30]1[N:19]=[CH:18][C:6]2[C:5]([C:4]=1[OH:3])=[CH:10][CH:9]=[CH:8][C:7]=2[O:11][C:12]1[CH:17]=[CH:16][CH:15]=[CH:14][CH:13]=1)=[O:32], predict the reactants needed to synthesize it. The reactants are: C([O:3][C:4](=O)[C:5]1[CH:10]=[CH:9][CH:8]=[C:7]([O:11][C:12]2[CH:17]=[CH:16][CH:15]=[CH:14][CH:13]=2)[C:6]=1[CH2:18][N:19]([CH2:30][C:31]([O:33][CH3:34])=[O:32])S(C1C=CC(C)=CC=1)(=O)=O)C.C[O-].[Na+]. (2) The reactants are: [C:1]([NH:4][C:5]1[CH:6]=[C:7]([O:11][C:12](=[O:14])[CH3:13])[CH:8]=[CH:9][CH:10]=1)(=[O:3])[CH3:2].[N+:15]([O-])([OH:17])=[O:16]. Given the product [C:1]([NH:4][C:5]1[CH:10]=[CH:9][C:8]([N+:15]([O-:17])=[O:16])=[C:7]([O:11][C:12](=[O:14])[CH3:13])[CH:6]=1)(=[O:3])[CH3:2], predict the reactants needed to synthesize it. (3) The reactants are: [N:1]1[CH:6]=[CH:5][CH:4]=[CH:3][C:2]=1[NH:7][C:8](=[O:16])OC1C=CC=CC=1.[CH3:17][CH:18]1[CH2:23][CH2:22][N:21]([C:24]2[C:29]([CH2:30][NH2:31])=[CH:28][CH:27]=[C:26]([C:32]([F:35])([F:34])[F:33])[N:25]=2)[CH2:20][CH2:19]1. Given the product [CH3:17][CH:18]1[CH2:19][CH2:20][N:21]([C:24]2[C:29]([CH2:30][NH:31][C:8]([NH:7][C:2]3[CH:3]=[CH:4][CH:5]=[CH:6][N:1]=3)=[O:16])=[CH:28][CH:27]=[C:26]([C:32]([F:35])([F:33])[F:34])[N:25]=2)[CH2:22][CH2:23]1, predict the reactants needed to synthesize it. (4) The reactants are: [CH3:1][C:2]1[CH:11]=[C:10]([CH2:12][O:13][CH:14]2[CH2:19][CH2:18][N:17]([S:20]([CH3:23])(=[O:22])=[O:21])[CH2:16][CH2:15]2)[C:9]2[C:4](=[CH:5][CH:6]=[CH:7][CH:8]=2)[N:3]=1.[Li+].C[Si]([N-][Si](C)(C)C)(C)C.Br[CH:35]([CH3:39])[C:36]([OH:38])=[O:37].[Cl-].[NH4+]. Given the product [CH3:39][CH:35]([CH2:23][S:20]([N:17]1[CH2:16][CH2:15][CH:14]([O:13][CH2:12][C:10]2[C:9]3[C:4](=[CH:5][CH:6]=[CH:7][CH:8]=3)[N:3]=[C:2]([CH3:1])[CH:11]=2)[CH2:19][CH2:18]1)(=[O:22])=[O:21])[C:36]([OH:38])=[O:37], predict the reactants needed to synthesize it. (5) Given the product [CH3:33][O:32][N:31]([CH3:30])[C:18]([CH:15]1[CH2:16][CH2:17][N:12]([C:2]([O:4][CH2:5][C:6]2[CH:11]=[CH:10][CH:9]=[CH:8][CH:7]=2)=[O:3])[CH2:13][CH2:14]1)=[O:20], predict the reactants needed to synthesize it. The reactants are: Cl[C:2]([O:4][CH2:5][C:6]1[CH:11]=[CH:10][CH:9]=[CH:8][CH:7]=1)=[O:3].[NH:12]1[CH2:17][CH2:16][CH:15]([C:18]([OH:20])=O)[CH2:14][CH2:13]1.C(=O)([O-])[O-].[Na+].[Na+].[OH-].[Na+].Cl.[CH3:30][NH:31][O:32][CH3:33].Cl.CN(C)CCCN=C=NCC.ON1C2C=CC=CC=2N=N1.C(N(CC)CC)C.[Cl-].[NH4+]. (6) Given the product [CH2:1]([C:4]1[C:12]([O:13][CH2:14][C:15]2[CH:20]=[CH:19][CH:18]=[CH:17][CH:16]=2)=[CH:11][CH:10]=[C:9]2[C:5]=1[CH:6]=[CH:7][NH:8]2)[CH:2]=[CH2:3], predict the reactants needed to synthesize it. The reactants are: [CH2:1]([C:4]1[C:12]([OH:13])=[CH:11][CH:10]=[C:9]2[C:5]=1[CH:6]=[CH:7][NH:8]2)[CH:2]=[CH2:3].[CH2:14](Br)[C:15]1[CH:20]=[CH:19][CH:18]=[CH:17][CH:16]=1.C([O-])([O-])=O.[Cs+].[Cs+].